From a dataset of Reaction yield outcomes from USPTO patents with 853,638 reactions. Predict the reaction yield, written as a fraction of the theoretical maximum amount of product (1.0 means a 100% yield; for example, 0.34 means a 34% yield). The reactants are [CH2:1]([CH:4]([CH2:7][CH2:8][CH3:9])[CH:5]=[O:6])[CH2:2][CH3:3].O1CCOCC1.[Br:16]Br.C(=O)([O-])[O-].[Na+].[Na+]. The catalyst is CCOCC.BrBr. The product is [Br:16][C:4]([CH2:7][CH2:8][CH3:9])([CH2:1][CH2:2][CH3:3])[CH:5]=[O:6]. The yield is 1.00.